Dataset: Forward reaction prediction with 1.9M reactions from USPTO patents (1976-2016). Task: Predict the product of the given reaction. Given the reactants [Cl:1][C:2]1[N:3]=[CH:4][NH:5][C:6]=1[Cl:7].[F:8][C:9]1[C:14]([B:15]([C:27]2[C:32]([F:33])=[C:31]([F:34])[C:30]([F:35])=[C:29]([F:36])[C:28]=2[F:37])[C:16]2[C:21]([F:22])=[C:20]([F:23])[C:19]([F:24])=[C:18]([F:25])[C:17]=2[F:26])=[C:13]([F:38])[C:12]([F:39])=[C:11]([F:40])[C:10]=1[F:41].[CH2:42]([N:60]([CH2:62][CH2:63][CH2:64][CH2:65][CH2:66][CH2:67][CH2:68][CH2:69][CH2:70][CH2:71][CH2:72][CH2:73][CH2:74][CH2:75][CH2:76][CH2:77][CH2:78][CH3:79])[CH3:61])[CH2:43][CH2:44][CH2:45][CH2:46][CH2:47][CH2:48][CH2:49][CH2:50][CH2:51][CH2:52][CH2:53][CH2:54][CH2:55][CH2:56][CH2:57][CH2:58][CH3:59], predict the reaction product. The product is: [F:33][C:32]1[C:27]([B:15]([C:14]2[C:9]([F:8])=[C:10]([F:41])[C:11]([F:40])=[C:12]([F:39])[C:13]=2[F:38])[C:16]2[C:17]([F:26])=[C:18]([F:25])[C:19]([F:24])=[C:20]([F:23])[C:21]=2[F:22])=[C:28]([F:37])[C:29]([F:36])=[C:30]([F:35])[C:31]=1[F:34].[F:33][C:32]1[C:27]([B:15]([C:14]2[C:9]([F:8])=[C:10]([F:41])[C:11]([F:40])=[C:12]([F:39])[C:13]=2[F:38])[C:16]2[C:17]([F:26])=[C:18]([F:25])[C:19]([F:24])=[C:20]([F:23])[C:21]=2[F:22])=[C:28]([F:37])[C:29]([F:36])=[C:30]([F:35])[C:31]=1[F:34].[CH2:62]([NH+:60]([CH2:42][CH2:43][CH2:44][CH2:45][CH2:46][CH2:47][CH2:48][CH2:49][CH2:50][CH2:51][CH2:52][CH2:53][CH2:54][CH2:55][CH2:56][CH2:57][CH2:58][CH3:59])[CH3:61])[CH2:63][CH2:64][CH2:65][CH2:66][CH2:67][CH2:68][CH2:69][CH2:70][CH2:71][CH2:72][CH2:73][CH2:74][CH2:75][CH2:76][CH2:77][CH2:78][CH3:79].[Cl:1][C:2]1[N:3]=[CH:4][N-:5][C:6]=1[Cl:7].